This data is from NCI-60 drug combinations with 297,098 pairs across 59 cell lines. The task is: Regression. Given two drug SMILES strings and cell line genomic features, predict the synergy score measuring deviation from expected non-interaction effect. (1) Drug 1: C1CCC(CC1)NC(=O)N(CCCl)N=O. Drug 2: CC1=C(C(=CC=C1)Cl)NC(=O)C2=CN=C(S2)NC3=CC(=NC(=N3)C)N4CCN(CC4)CCO. Cell line: MCF7. Synergy scores: CSS=13.6, Synergy_ZIP=1.39, Synergy_Bliss=5.35, Synergy_Loewe=-1.72, Synergy_HSA=-0.869. (2) Drug 1: C1=NC2=C(N=C(N=C2N1C3C(C(C(O3)CO)O)O)F)N. Drug 2: C(CC(=O)O)C(=O)CN.Cl. Cell line: RPMI-8226. Synergy scores: CSS=24.7, Synergy_ZIP=-0.712, Synergy_Bliss=-6.89, Synergy_Loewe=12.3, Synergy_HSA=-1.21. (3) Drug 1: C1=CC(=CC=C1CCC2=CNC3=C2C(=O)NC(=N3)N)C(=O)NC(CCC(=O)O)C(=O)O. Drug 2: CN1C2=C(C=C(C=C2)N(CCCl)CCCl)N=C1CCCC(=O)O.Cl. Cell line: 786-0. Synergy scores: CSS=8.46, Synergy_ZIP=-12.3, Synergy_Bliss=-15.3, Synergy_Loewe=-19.9, Synergy_HSA=-12.1. (4) Drug 1: C1CCC(CC1)NC(=O)N(CCCl)N=O. Drug 2: C1=CN(C(=O)N=C1N)C2C(C(C(O2)CO)O)O.Cl. Cell line: 786-0. Synergy scores: CSS=48.9, Synergy_ZIP=-6.65, Synergy_Bliss=-1.52, Synergy_Loewe=-16.1, Synergy_HSA=1.96. (5) Drug 1: CC(C1=C(C=CC(=C1Cl)F)Cl)OC2=C(N=CC(=C2)C3=CN(N=C3)C4CCNCC4)N. Drug 2: CC(C)CN1C=NC2=C1C3=CC=CC=C3N=C2N. Cell line: ACHN. Synergy scores: CSS=-0.112, Synergy_ZIP=-1.97, Synergy_Bliss=-2.68, Synergy_Loewe=-6.37, Synergy_HSA=-3.53. (6) Drug 1: CC1=C2C(C(=O)C3(C(CC4C(C3C(C(C2(C)C)(CC1OC(=O)C(C(C5=CC=CC=C5)NC(=O)OC(C)(C)C)O)O)OC(=O)C6=CC=CC=C6)(CO4)OC(=O)C)O)C)O. Drug 2: B(C(CC(C)C)NC(=O)C(CC1=CC=CC=C1)NC(=O)C2=NC=CN=C2)(O)O. Cell line: MOLT-4. Synergy scores: CSS=44.5, Synergy_ZIP=-9.76, Synergy_Bliss=-22.6, Synergy_Loewe=-24.5, Synergy_HSA=-22.9. (7) Drug 1: CC1OCC2C(O1)C(C(C(O2)OC3C4COC(=O)C4C(C5=CC6=C(C=C35)OCO6)C7=CC(=C(C(=C7)OC)O)OC)O)O. Drug 2: CCN(CC)CCCC(C)NC1=C2C=C(C=CC2=NC3=C1C=CC(=C3)Cl)OC. Cell line: MDA-MB-231. Synergy scores: CSS=39.4, Synergy_ZIP=-7.61, Synergy_Bliss=-2.52, Synergy_Loewe=1.71, Synergy_HSA=2.93. (8) Drug 1: CS(=O)(=O)OCCCCOS(=O)(=O)C. Drug 2: C1CNP(=O)(OC1)N(CCCl)CCCl. Cell line: SK-OV-3. Synergy scores: CSS=3.09, Synergy_ZIP=-0.497, Synergy_Bliss=-0.113, Synergy_Loewe=-0.890, Synergy_HSA=-1.43. (9) Drug 1: CN(C)N=NC1=C(NC=N1)C(=O)N. Drug 2: C1CNP(=O)(OC1)N(CCCl)CCCl. Cell line: HOP-62. Synergy scores: CSS=-11.5, Synergy_ZIP=0.653, Synergy_Bliss=-6.49, Synergy_Loewe=-7.87, Synergy_HSA=-9.87. (10) Drug 1: C1CCC(C1)C(CC#N)N2C=C(C=N2)C3=C4C=CNC4=NC=N3. Drug 2: CC1=CC2C(CCC3(C2CCC3(C(=O)C)OC(=O)C)C)C4(C1=CC(=O)CC4)C. Cell line: SK-OV-3. Synergy scores: CSS=0.277, Synergy_ZIP=-1.29, Synergy_Bliss=-3.04, Synergy_Loewe=-3.68, Synergy_HSA=-3.03.